From a dataset of Catalyst prediction with 721,799 reactions and 888 catalyst types from USPTO. Predict which catalyst facilitates the given reaction. (1) Reactant: C(OC(=O)[NH:7][CH:8]1[CH2:13][CH2:12][CH:11]([NH:14][C:15]2[N:20]=[C:19]3[NH:21][N:22]=[C:23]([C:24]4[CH:29]=[CH:28][N:27]=[C:26]([NH:30][CH2:31][C:32]5[CH:37]=[CH:36][C:35]([Cl:38])=[CH:34][CH:33]=5)[N:25]=4)[C:18]3=[CH:17][N:16]=2)[CH2:10][CH2:9]1)(C)(C)C. Product: [Cl:38][C:35]1[CH:36]=[CH:37][C:32]([CH2:31][NH:30][C:26]2[N:25]=[C:24]([C:23]3[C:18]4[C:19](=[N:20][C:15]([NH:14][CH:11]5[CH2:10][CH2:9][CH:8]([NH2:7])[CH2:13][CH2:12]5)=[N:16][CH:17]=4)[NH:21][N:22]=3)[CH:29]=[CH:28][N:27]=2)=[CH:33][CH:34]=1. The catalyst class is: 240. (2) Reactant: Cl.[CH3:2][C:3]1([CH3:33])[CH:7]([N:8]2[CH2:12][CH2:11][CH2:10][CH2:9]2)[C:6]2[C:13]([CH3:32])=[C:14]([N:19]3[CH2:24][CH2:23][N:22](C(OC(C)(C)C)=O)[CH2:21][CH2:20]3)[C:15]([CH3:18])=[C:16]([CH3:17])[C:5]=2[O:4]1.[OH-].[Na+]. Product: [CH3:2][C:3]1([CH3:33])[CH:7]([N:8]2[CH2:9][CH2:10][CH2:11][CH2:12]2)[C:6]2[C:13]([CH3:32])=[C:14]([N:19]3[CH2:20][CH2:21][NH:22][CH2:23][CH2:24]3)[C:15]([CH3:18])=[C:16]([CH3:17])[C:5]=2[O:4]1. The catalyst class is: 476. (3) Reactant: [Cl:1][C:2]1[N:7]=[N:6][C:5]([NH:8][NH2:9])=[CH:4][CH:3]=1.Cl.[F:11][C:12]1(CC(O)=O)C=CC2N=CC=CC=2[CH2:13]1.N1C=CC=[CH:28][CH:27]=1.C1(N=[C:39]=[N:40][CH:41]2[CH2:46][CH2:45][CH2:44][CH2:43][CH2:42]2)CCCCC1. Product: [Cl:1][C:2]1[CH:3]=[CH:4][C:5]2[N:6]([C:13]([CH:12]([F:11])[C:44]3[CH:45]=[C:46]4[C:41](=[CH:42][CH:43]=3)[N:40]=[CH:39][CH:28]=[CH:27]4)=[N:9][N:8]=2)[N:7]=1. The catalyst class is: 4. (4) Reactant: C([O:3][C:4]([C@@:6]1([NH:11][C:12]([CH:14]2[CH2:19][N:18]([C:20]([O:22][C:23]([CH3:26])([CH3:25])[CH3:24])=[O:21])[CH2:17][C:16]3=[CH:27][NH:28][N:29]=[C:15]23)=[O:13])[CH2:8][C@H:7]1[CH:9]=[CH2:10])=[O:5])C.[Li+].[OH-]. Product: [C:23]([O:22][C:20]([N:18]1[CH2:19][CH:14]([C:12]([NH:11][C@:6]2([C:4]([OH:5])=[O:3])[CH2:8][C@H:7]2[CH:9]=[CH2:10])=[O:13])[C:15]2=[N:29][NH:28][CH:27]=[C:16]2[CH2:17]1)=[O:21])([CH3:24])([CH3:25])[CH3:26]. The catalyst class is: 1. (5) Reactant: [Si:1]([O:8][CH:9]([CH:15]1[CH2:24][CH2:23][C:22]2[C:17](=[CH:18][CH:19]=[C:20]([C:25]3[CH:30]=[CH:29][CH:28]=[CH:27][CH:26]=3)[CH:21]=2)[CH2:16]1)[C:10]1[O:11][CH:12]=[CH:13][N:14]=1)([C:4]([CH3:7])([CH3:6])[CH3:5])([CH3:3])[CH3:2].[Li]CCCC.N#C[C:38](=[O:41])[O:39][CH3:40]. Product: [Si:1]([O:8][CH:9]([CH:15]1[CH2:24][CH2:23][C:22]2[C:17](=[CH:18][CH:19]=[C:20]([C:25]3[CH:30]=[CH:29][CH:28]=[CH:27][CH:26]=3)[CH:21]=2)[CH2:16]1)[C:10]1[O:11][C:12]([C:38]([O:39][CH3:40])=[O:41])=[CH:13][N:14]=1)([C:4]([CH3:7])([CH3:5])[CH3:6])([CH3:3])[CH3:2]. The catalyst class is: 49.